Dataset: NCI-60 drug combinations with 297,098 pairs across 59 cell lines. Task: Regression. Given two drug SMILES strings and cell line genomic features, predict the synergy score measuring deviation from expected non-interaction effect. Drug 1: CC1OCC2C(O1)C(C(C(O2)OC3C4COC(=O)C4C(C5=CC6=C(C=C35)OCO6)C7=CC(=C(C(=C7)OC)O)OC)O)O. Drug 2: C1CN(P(=O)(OC1)NCCCl)CCCl. Cell line: NCI/ADR-RES. Synergy scores: CSS=0.478, Synergy_ZIP=2.10, Synergy_Bliss=0.731, Synergy_Loewe=0.587, Synergy_HSA=-0.741.